This data is from Full USPTO retrosynthesis dataset with 1.9M reactions from patents (1976-2016). The task is: Predict the reactants needed to synthesize the given product. (1) Given the product [F:32][C:26]1[CH:27]=[CH:28][CH:29]=[C:30]([F:31])[C:25]=1[NH:24][C:22](=[O:23])[C:21]1[CH:33]=[C:17]([C:9]2[N:10]=[C:11]3[CH:16]=[CH:15][CH:14]=[CH:13][N:12]3[C:8]=2[C:6]2[CH:5]=[CH:4][N:3]=[C:2]([NH:45][C:43]3[CH:44]=[C:39]([CH2:37][CH3:38])[C:40]([N:49]4[CH2:54][CH2:53][N:52]([CH2:55][CH2:56][S:57]([CH3:60])(=[O:59])=[O:58])[CH2:51][CH2:50]4)=[CH:41][C:42]=3[O:46][CH2:47][CH3:48])[N:7]=2)[CH:18]=[CH:19][C:20]=1[O:34][CH2:35][CH3:36], predict the reactants needed to synthesize it. The reactants are: Cl[C:2]1[N:7]=[C:6]([C:8]2[N:12]3[CH:13]=[CH:14][CH:15]=[CH:16][C:11]3=[N:10][C:9]=2[C:17]2[CH:18]=[CH:19][C:20]([O:34][CH2:35][CH3:36])=[C:21]([CH:33]=2)[C:22]([NH:24][C:25]2[C:30]([F:31])=[CH:29][CH:28]=[CH:27][C:26]=2[F:32])=[O:23])[CH:5]=[CH:4][N:3]=1.[CH2:37]([C:39]1[C:40]([N:49]2[CH2:54][CH2:53][N:52]([CH2:55][CH2:56][S:57]([CH3:60])(=[O:59])=[O:58])[CH2:51][CH2:50]2)=[CH:41][C:42]([O:46][CH2:47][CH3:48])=[C:43]([NH2:45])[CH:44]=1)[CH3:38].C1(C)C=CC(S(O)(=O)=O)=CC=1.N. (2) The reactants are: [CH2:1]([C:3]1[C:4]([C:18](OCC)=[O:19])=[N:5][N:6]([C:12]2[CH:17]=[CH:16][CH:15]=[CH:14][CH:13]=2)[C:7]=1[CH2:8][CH:9]([CH3:11])[CH3:10])[CH3:2].[H-].C([Al+]CC(C)C)C(C)C.CO.Cl. Given the product [CH2:1]([C:3]1[C:4]([CH:18]=[O:19])=[N:5][N:6]([C:12]2[CH:17]=[CH:16][CH:15]=[CH:14][CH:13]=2)[C:7]=1[CH2:8][CH:9]([CH3:11])[CH3:10])[CH3:2], predict the reactants needed to synthesize it.